This data is from Catalyst prediction with 721,799 reactions and 888 catalyst types from USPTO. The task is: Predict which catalyst facilitates the given reaction. (1) Reactant: [NH2:1][C:2]1[CH:10]=[CH:9][CH:8]=[C:7]2[C:3]=1[CH2:4][N:5]([CH:12]1[CH2:17][CH2:16][C:15](=[O:18])[NH:14][C:13]1=[O:19])[C:6]2=[O:11].[CH:20](=O)[C:21]1[CH:26]=[CH:25][CH:24]=[CH:23][CH:22]=1.[BH4-].[Na+]. Product: [O:11]=[C:6]1[C:7]2[C:3](=[C:2]([NH:1][CH2:20][C:21]3[CH:26]=[CH:25][CH:24]=[CH:23][CH:22]=3)[CH:10]=[CH:9][CH:8]=2)[CH2:4][N:5]1[CH:12]1[CH2:17][CH2:16][C:15](=[O:18])[NH:14][C:13]1=[O:19]. The catalyst class is: 130. (2) Reactant: C([O:3][C:4](=[O:38])[CH2:5][N:6]1[C:10]([C:11]2[CH:16]=[CH:15][C:14](C3C4OC5C=CC=CC=5C=4C=CC=3)=[CH:13][CH:12]=2)=[CH:9][C:8]([C:30]2[CH:35]=[CH:34][C:33]([O:36][CH3:37])=[CH:32][CH:31]=2)=[N:7]1)C.[OH-].[K+].Cl.[CH2:42]1[CH2:46][O:45][CH2:44][CH2:43]1. Product: [O:45]1[C:44]2=[CH:43][CH:10]=[CH:9][C:8]2=[C:30]([C:12]2[CH:13]=[CH:14][CH:15]=[CH:16][C:11]=2[C:10]2[N:6]([CH2:5][C:4]([OH:3])=[O:38])[N:7]=[C:8]([C:30]3[CH:35]=[CH:34][C:33]([O:36][CH3:37])=[CH:32][CH:31]=3)[CH:9]=2)[CH:42]=[CH:46]1. The catalyst class is: 5. (3) Reactant: [F:1][C:2]([F:6])([F:5])[CH2:3][OH:4].[H-].[Na+].Cl[C:10]1[N:11]=[C:12]([N:28]2[CH2:32][CH2:31][C@H:30]([OH:33])[CH2:29]2)[C:13]2[N:18]=[N:17][N:16]([CH2:19][C:20]3[CH:25]=[CH:24][C:23]([O:26][CH3:27])=[CH:22][CH:21]=3)[C:14]=2[N:15]=1.Cl. Product: [CH3:27][O:26][C:23]1[CH:22]=[CH:21][C:20]([CH2:19][N:16]2[C:14]3[N:15]=[C:10]([O:4][CH2:3][C:2]([F:6])([F:5])[F:1])[N:11]=[C:12]([N:28]4[CH2:32][CH2:31][C@H:30]([OH:33])[CH2:29]4)[C:13]=3[N:18]=[N:17]2)=[CH:25][CH:24]=1. The catalyst class is: 1. (4) Reactant: [C:1]([O:4][C@@H:5]1[C@@H:10]([O:11][C:12](=[O:14])[CH3:13])[C@@H:9]([O:15][C:16](=[O:18])[CH3:17])[C@@H:8]([CH2:19][O:20][C:21](=[O:23])[CH3:22])[O:7][C@@H:6]1[Br:24])(=[O:3])[CH3:2].[NH2:25][C:26]([NH2:28])=[S:27]. The catalyst class is: 21. Product: [Br-:24].[C:1]([O:4][C@@H:5]1[C@@H:10]([O:11][C:12](=[O:14])[CH3:13])[C@@H:9]([O:15][C:16](=[O:18])[CH3:17])[C@@H:8]([CH2:19][O:20][C:21](=[O:23])[CH3:22])[O:7][C@H:6]1[S:27][C:26]([NH2:28])=[NH2+:25])(=[O:3])[CH3:2]. (5) Reactant: O[C:2]1[CH:3]=[CH:4][CH:5]=[C:6]2[C:11]=1N=[CH:9][CH:8]=[CH:7]2.N1[CH2:17][CH2:16][CH2:15][CH2:14][CH2:13]1.O. Product: [C:6]1([CH:7]=[CH:8][C:9]2[CH:17]=[CH:16][CH:15]=[CH:14][CH:13]=2)[CH:5]=[CH:4][CH:3]=[CH:2][CH:11]=1. The catalyst class is: 8.